Dataset: Forward reaction prediction with 1.9M reactions from USPTO patents (1976-2016). Task: Predict the product of the given reaction. (1) Given the reactants [CH2:1]([O:3][CH2:4][CH2:5][CH2:6][NH:7][C:8](=[O:25])[CH:9]([NH:14][C:15]1[CH:20]=[C:19]([CH2:21][CH2:22][CH3:23])[N:18]=[C:17](Cl)[N:16]=1)[CH2:10][CH:11]([CH3:13])[CH3:12])[CH3:2].[F:26][C:27]([F:39])([F:38])[O:28][C:29]1[CH:34]=[CH:33][C:32](B(O)O)=[CH:31][CH:30]=1.C(=O)([O-])[O-].[Na+].[Na+], predict the reaction product. The product is: [CH2:1]([O:3][CH2:4][CH2:5][CH2:6][NH:7][C:8](=[O:25])[CH:9]([NH:14][C:15]1[CH:20]=[C:19]([CH2:21][CH2:22][CH3:23])[N:18]=[C:17]([C:32]2[CH:31]=[CH:30][C:29]([O:28][C:27]([F:26])([F:38])[F:39])=[CH:34][CH:33]=2)[N:16]=1)[CH2:10][CH:11]([CH3:13])[CH3:12])[CH3:2]. (2) Given the reactants [Cl:1][C:2]1[CH:3]=[C:4]([CH:9]=[O:10])[CH:5]=[N:6][C:7]=1Cl.[OH:11][C:12]1[CH:20]=[CH:19][C:15]([C:16]([NH2:18])=[O:17])=[CH:14][CH:13]=1.C(=O)([O-])[O-].[K+].[K+], predict the reaction product. The product is: [Cl:1][C:2]1[C:7]([O:11][C:12]2[CH:20]=[CH:19][C:15]([C:16]([NH2:18])=[O:17])=[CH:14][CH:13]=2)=[N:6][CH:5]=[C:4]([CH:9]=[O:10])[CH:3]=1. (3) Given the reactants C([N:8]1[C:16]2[C:11](=[CH:12][C:13]([C:17]([O:19][CH2:20][CH3:21])=[O:18])=[CH:14][CH:15]=2)[CH:10]=[CH:9]1)(OC(C)(C)C)=O.[B:22](OC(C)C)([O:27]C(C)C)[O:23]C(C)C.[Li+].CC([N-]C(C)C)C.Cl, predict the reaction product. The product is: [B:22]([C:9]1[NH:8][C:16]2[C:11]([CH:10]=1)=[CH:12][C:13]([C:17]([O:19][CH2:20][CH3:21])=[O:18])=[CH:14][CH:15]=2)([OH:27])[OH:23]. (4) Given the reactants [C:1]([O:5][C:6]([N:8]1[CH2:13][CH2:12][NH:11][CH2:10][CH2:9]1)=[O:7])([CH3:4])([CH3:3])[CH3:2].N1C=CC=CC=1.[Cl:20][C:21](Cl)([O:23]C(=O)OC(Cl)(Cl)Cl)Cl, predict the reaction product. The product is: [C:1]([O:5][C:6]([N:8]1[CH2:13][CH2:12][N:11]([C:21]([Cl:20])=[O:23])[CH2:10][CH2:9]1)=[O:7])([CH3:4])([CH3:2])[CH3:3]. (5) The product is: [CH2:1]([O:2][C:3](=[O:11])[CH2:4][C:5](=[O:10])[CH2:6][CH2:7][O:8][CH3:9])[CH3:12]. Given the reactants [CH3:1][O:2][C:3](=[O:11])[CH2:4][C:5](=[O:10])[CH2:6][CH2:7][O:8][CH3:9].[CH:12](OCC)(OCC)OCC, predict the reaction product. (6) Given the reactants Br[C:2]1[CH:10]=[C:9]2[C:5]([C:6]([N:12]([CH3:14])[CH3:13])=[N:7][N:8]2[CH3:11])=[CH:4][CH:3]=1.C(Cl)Cl.CC(O)=O.CC([O-])=O.[K+].Br[C:28]1[S:29][C:30]2[C:36]([C:37]3[CH:42]=[CH:41][C:40]([Cl:43])=[CH:39][CH:38]=3)=[C:35]([C@H:44]([O:50][C:51]([CH3:54])([CH3:53])[CH3:52])[C:45]([O:47]CC)=[O:46])[C:34]([CH3:55])=[CH:33][C:31]=2[N:32]=1.C([O-])([O-])=O.[K+].[K+].[OH-].[Na+], predict the reaction product. The product is: [C:51]([O:50][C@@H:44]([C:35]1[C:34]([CH3:55])=[CH:33][C:31]2[N:32]=[C:28]([C:2]3[CH:10]=[C:9]4[C:5]([C:6]([N:12]([CH3:14])[CH3:13])=[N:7][N:8]4[CH3:11])=[CH:4][CH:3]=3)[S:29][C:30]=2[C:36]=1[C:37]1[CH:38]=[CH:39][C:40]([Cl:43])=[CH:41][CH:42]=1)[C:45]([OH:47])=[O:46])([CH3:54])([CH3:52])[CH3:53]. (7) Given the reactants OC(C(F)(F)F)=O.[F:8][C:9]1[CH:10]=[C:11]([CH:14]=[CH:15][C:16]=1[O:17][CH:18]1[CH2:23][CH2:22][N:21]([C:24]2[N:25]=[C:26]3[CH2:37][CH2:36][NH:35][CH2:34][C:27]3=[N:28][C:29]=2[NH:30][CH:31]([CH3:33])[CH3:32])[CH2:20][CH2:19]1)[C:12]#[N:13].C(N(CC)CC)C.[CH3:45][N:46]([CH3:50])[C:47](Cl)=[O:48], predict the reaction product. The product is: [C:12]([C:11]1[CH:14]=[CH:15][C:16]([O:17][CH:18]2[CH2:19][CH2:20][N:21]([C:24]3[N:25]=[C:26]4[CH2:37][CH2:36][N:35]([C:47]([N:46]([CH3:50])[CH3:45])=[O:48])[CH2:34][C:27]4=[N:28][C:29]=3[NH:30][CH:31]([CH3:33])[CH3:32])[CH2:22][CH2:23]2)=[C:9]([F:8])[CH:10]=1)#[N:13].